Dataset: Reaction yield outcomes from USPTO patents with 853,638 reactions. Task: Predict the reaction yield, written as a fraction of the theoretical maximum amount of product (1.0 means a 100% yield; for example, 0.34 means a 34% yield). (1) The reactants are [NH2:1][C:2]1[N:3]=[C:4]2[CH:9]=[CH:8][C:7]([O:10][C:11]3[CH:12]=[CH:13][C:14]([F:27])=[C:15]([NH:17][C:18]([C:20]4[N:24]([CH3:25])[N:23]=[C:22]([CH3:26])[CH:21]=4)=[O:19])[CH:16]=3)=[CH:6][N:5]2[CH:28]=1.[CH2:29]([N:31]=[C:32]=[O:33])[CH3:30]. The catalyst is O1CCCC1.O. The product is [CH2:29]([NH:31][C:32]([NH:1][C:2]1[N:3]=[C:4]2[CH:9]=[CH:8][C:7]([O:10][C:11]3[CH:12]=[CH:13][C:14]([F:27])=[C:15]([NH:17][C:18]([C:20]4[N:24]([CH3:25])[N:23]=[C:22]([CH3:26])[CH:21]=4)=[O:19])[CH:16]=3)=[CH:6][N:5]2[CH:28]=1)=[O:33])[CH3:30]. The yield is 0.250. (2) The reactants are [N:1]1[CH:6]=[CH:5][CH:4]=[C:3]([NH:7][S:8]([C:11]2[CH:12]=[C:13]3[C:17](=[CH:18][CH:19]=2)[NH:16][C:15](=[O:20])[CH2:14]3)(=[O:10])=[O:9])[CH:2]=1.[N:21]1([CH2:26][CH2:27][NH:28][C:29]([C:31]2[C:35]([CH3:36])=[C:34]([CH:37]=O)[NH:33][C:32]=2[CH3:39])=[O:30])[CH2:25][CH2:24][CH2:23][CH2:22]1. No catalyst specified. The product is [N:21]1([CH2:26][CH2:27][NH:28][C:29]([C:31]2[C:35]([CH3:36])=[C:34]([CH:37]=[C:14]3[C:13]4[C:17](=[CH:18][CH:19]=[C:11]([S:8](=[O:10])(=[O:9])[NH:7][C:3]5[CH:2]=[N:1][CH:6]=[CH:5][CH:4]=5)[CH:12]=4)[NH:16][C:15]3=[O:20])[NH:33][C:32]=2[CH3:39])=[O:30])[CH2:25][CH2:24][CH2:23][CH2:22]1. The yield is 0.740. (3) The reactants are [CH2:1]([O:3][C:4]([C:6]1[N:7](COCC[Si](C)(C)C)[N:8]=[C:9]2[C:14]=1[CH:13]=[C:12]([C:15]1[CH:20]=[CH:19][C:18]([O:21][CH3:22])=[CH:17][C:16]=1[F:23])[C:11]([CH3:24])=[CH:10]2)=[O:5])[CH3:2].Cl. The catalyst is CCO. The product is [F:23][C:16]1[CH:17]=[C:18]([O:21][CH3:22])[CH:19]=[CH:20][C:15]=1[C:12]1[CH:13]=[C:14]2[C:9](=[CH:10][C:11]=1[CH3:24])[NH:8][N:7]=[C:6]2[C:4]([O:3][CH2:1][CH3:2])=[O:5]. The yield is 0.930. (4) The reactants are [Cl:1][C:2]1[N:3]([CH2:10][C@:11]([OH:15])([CH3:14])[CH2:12][OH:13])[CH:4]=[C:5]([N+:7]([O-:9])=[O:8])[N:6]=1.C(N(CC)C(C)C)(C)C.[F:25][C:26]([F:44])([F:43])[C:27]1[CH:32]=[CH:31][C:30]([NH:33][CH:34]2[CH2:39][CH2:38][N:37]([C:40](Cl)=[O:41])[CH2:36][CH2:35]2)=[CH:29][CH:28]=1. The catalyst is CN(C)C1C=CN=CC=1.C1(C)C=CC=CC=1.C(OCC)(=O)C. The product is [F:43][C:26]([F:25])([F:44])[C:27]1[CH:28]=[CH:29][C:30]([NH:33][CH:34]2[CH2:39][CH2:38][N:37]([C:40]([O:13][CH2:12][C@@:11]([OH:15])([CH3:14])[CH2:10][N:3]3[CH:4]=[C:5]([N+:7]([O-:9])=[O:8])[N:6]=[C:2]3[Cl:1])=[O:41])[CH2:36][CH2:35]2)=[CH:31][CH:32]=1. The yield is 0.610. (5) The reactants are [CH3:1][C:2](C)([O-])C.[K+].[Br:7][C:8]1[CH:16]=[C:15]2[C:11]([CH2:12][CH2:13][C:14]2=[O:17])=[CH:10][CH:9]=1.[C:18]([O:22]C)(=O)[CH:19]=[CH2:20].[OH-].[K+]. The catalyst is C1COCC1.O. The product is [Br:7][C:8]1[CH:16]=[C:15]2[C:11]([CH2:12][C:13]3([CH2:20][CH2:19][C:18](=[O:22])[CH2:2][CH2:1]3)[C:14]2=[O:17])=[CH:10][CH:9]=1. The yield is 0.720. (6) The reactants are [OH-].[Na+].[NH2:3][C:4]1[CH:13]=[CH:12][C:7]([C:8]([O:10]C)=[O:9])=[CH:6][C:5]=1[Cl:14].Cl. The catalyst is CO. The product is [NH2:3][C:4]1[CH:13]=[CH:12][C:7]([C:8]([OH:10])=[O:9])=[CH:6][C:5]=1[Cl:14]. The yield is 0.946.